This data is from Reaction yield outcomes from USPTO patents with 853,638 reactions. The task is: Predict the reaction yield, written as a fraction of the theoretical maximum amount of product (1.0 means a 100% yield; for example, 0.34 means a 34% yield). (1) The reactants are C(OC([N:8]1[CH2:13][CH2:12][N:11]([C:14]2[C:19]([C:20]3[CH:25]=[CH:24][C:23]([CH2:26][O:27][CH3:28])=[CH:22][CH:21]=3)=[N:18][CH:17]=[CH:16][N:15]=2)[CH2:10][CH2:9]1)=O)(C)(C)C.[ClH:29]. The catalyst is O1CCOCC1. The product is [ClH:29].[ClH:29].[CH3:28][O:27][CH2:26][C:23]1[CH:24]=[CH:25][C:20]([C:19]2[C:14]([N:11]3[CH2:12][CH2:13][NH:8][CH2:9][CH2:10]3)=[N:15][CH:16]=[CH:17][N:18]=2)=[CH:21][CH:22]=1. The yield is 0.800. (2) The reactants are C(O[BH-](OC(=O)C)OC(=O)C)(=O)C.[Na+].[Cl:15][C:16]1[C:17]([CH:28]=O)=[N:18][CH:19]=[C:20]([N:22]([CH2:24][CH:25]2[CH2:27][CH2:26]2)[CH3:23])[N:21]=1.[CH2:30]([NH:37][CH2:38][CH2:39][OH:40])[C:31]1[CH:36]=[CH:35][CH:34]=[CH:33][CH:32]=1.C(=O)([O-])O.[Na+]. The catalyst is C(#N)C.C(O)(=O)C. The product is [CH2:30]([N:37]([CH2:28][C:17]1[C:16]([Cl:15])=[N:21][C:20]([N:22]([CH2:24][CH:25]2[CH2:26][CH2:27]2)[CH3:23])=[CH:19][N:18]=1)[CH2:38][CH2:39][OH:40])[C:31]1[CH:36]=[CH:35][CH:34]=[CH:33][CH:32]=1. The yield is 0.860.